From a dataset of Reaction yield outcomes from USPTO patents with 853,638 reactions. Predict the reaction yield, written as a fraction of the theoretical maximum amount of product (1.0 means a 100% yield; for example, 0.34 means a 34% yield). (1) The reactants are [CH2:1]([O:3][C:4](=[O:30])[CH:5]([O:7][P:8]([CH2:17][CH2:18][NH:19]C(OCC1C=CC=CC=1)=O)([O:10][C:11]1[CH:16]=[CH:15][CH:14]=[CH:13][CH:12]=1)=[O:9])[CH3:6])[CH3:2].C(O)(=O)C. The catalyst is C(O)C.[Pd]. The product is [C:4]([OH:30])(=[O:3])[CH3:5].[CH2:1]([O:3][C:4](=[O:30])[CH:5]([O:7][P:8]([CH2:17][CH2:18][NH2:19])([O:10][C:11]1[CH:16]=[CH:15][CH:14]=[CH:13][CH:12]=1)=[O:9])[CH3:6])[CH3:2]. The yield is 0.870. (2) The reactants are [NH2:1][C:2]1[CH:3]=[C:4]([CH:19]=[CH:20][CH:21]=1)[C:5]([NH:7][CH2:8][C:9]1[C:18]2[C:13](=[CH:14][CH:15]=[CH:16][CH:17]=2)[CH:12]=[CH:11][CH:10]=1)=[O:6].[Br:22][C:23]1[CH:30]=[CH:29][CH:28]=[CH:27][C:24]=1[CH2:25]Br.C([O-])([O-])=O.[K+].[K+]. The catalyst is CN(C=O)C. The product is [Br:22][C:23]1[CH:30]=[CH:29][CH:28]=[CH:27][C:24]=1[CH2:25][NH:1][C:2]1[CH:3]=[C:4]([CH:19]=[CH:20][CH:21]=1)[C:5]([NH:7][CH2:8][C:9]1[C:18]2[C:13](=[CH:14][CH:15]=[CH:16][CH:17]=2)[CH:12]=[CH:11][CH:10]=1)=[O:6]. The yield is 0.200. (3) The reactants are [Li]CCCC.Br[C:7]1[CH:25]=[CH:24][C:10]([O:11][CH2:12][CH2:13][O:14][C:15]2[C:20]([Cl:21])=[CH:19][C:18]([CH3:22])=[CH:17][C:16]=2[Cl:23])=[CH:9][CH:8]=1.CN([CH:29]=[O:30])C.[NH4+].[Cl-]. The product is [Cl:23][C:16]1[CH:17]=[C:18]([CH3:22])[CH:19]=[C:20]([Cl:21])[C:15]=1[O:14][CH2:13][CH2:12][O:11][C:10]1[CH:24]=[CH:25][C:7]([CH:29]=[O:30])=[CH:8][CH:9]=1. The yield is 0.480. The catalyst is C1COCC1. (4) The reactants are [Cl:1][C:2]1[N:3]=[CH:4][C:5]2[C:9](Cl)([N:10]=1)[N:8]=[CH:7][N:6]=2.[CH3:12][C:13]1[NH:17][N:16]=[C:15]([NH2:18])[CH:14]=1. The catalyst is C(O)C. The product is [Cl:1][C:2]1[N:3]=[CH:4][C:5]2[C:9]([NH:18][C:15]3[CH:14]=[C:13]([CH3:12])[NH:17][N:16]=3)([N:10]=1)[N:8]=[CH:7][N:6]=2. The yield is 0.580. (5) The reactants are [Br:1][C:2]1[C:3](F)=[C:4]2[C:10]([NH:11][C:12]([C@@H:14]3[CH2:16][C@H:15]3[C:17]3[CH:22]=[CH:21][CH:20]=[CH:19][CH:18]=3)=[O:13])=[CH:9][NH:8][C:5]2=[N:6][CH:7]=1.[NH:24]1[CH2:29][CH2:28][CH2:27][C@@H:26]([NH:30][C:31](=[O:37])[O:32][C:33]([CH3:36])([CH3:35])[CH3:34])[CH2:25]1. The catalyst is C(O)(CC)C. The product is [Br:1][C:2]1[C:3]([N:24]2[CH2:29][CH2:28][CH2:27][C@@H:26]([NH:30][C:31](=[O:37])[O:32][C:33]([CH3:35])([CH3:34])[CH3:36])[CH2:25]2)=[C:4]2[C:10]([NH:11][C:12]([C@@H:14]3[CH2:16][C@H:15]3[C:17]3[CH:22]=[CH:21][CH:20]=[CH:19][CH:18]=3)=[O:13])=[CH:9][NH:8][C:5]2=[N:6][CH:7]=1. The yield is 0.485. (6) The yield is 0.0780. The catalyst is CN(C)C(=O)C. The product is [OH:20][CH2:21][CH2:22][O:23][C:24]1[CH:31]=[CH:30][C:27]([C:28]2[NH:6][C:4](=[O:5])[C:3]3[C:2](=[CH:10][C:9]([O:11][CH3:12])=[CH:8][C:7]=3[O:13][CH3:14])[N:1]=2)=[CH:26][C:25]=1[O:32][CH3:33]. The reactants are [NH2:1][C:2]1[CH:10]=[C:9]([O:11][CH3:12])[CH:8]=[C:7]([O:13][CH3:14])[C:3]=1[C:4]([NH2:6])=[O:5].C([Si](C)(C)[O:20][CH2:21][CH2:22][O:23][C:24]1[CH:31]=[CH:30][C:27]([CH:28]=O)=[CH:26][C:25]=1[O:32][CH3:33])(C)(C)C.S([O-])(O)=O.[Na+].O.C1(C)C=CC(S(O)(=O)=O)=CC=1.